Dataset: Full USPTO retrosynthesis dataset with 1.9M reactions from patents (1976-2016). Task: Predict the reactants needed to synthesize the given product. (1) The reactants are: [NH2:1][C:2]1[CH:10]=[C:9]([O:11][CH3:12])[C:8]([O:13][CH3:14])=[CH:7][C:3]=1[C:4]([NH2:6])=[O:5].[Cl:15][C:16]1[CH:24]=[CH:23][C:19]([C:20](Cl)=[O:21])=[CH:18][CH:17]=1.C(N(CC)CC)C. Given the product [Cl:15][C:16]1[CH:24]=[CH:23][C:19]([C:20]([NH:1][C:2]2[CH:10]=[C:9]([O:11][CH3:12])[C:8]([O:13][CH3:14])=[CH:7][C:3]=2[C:4]([NH2:6])=[O:5])=[O:21])=[CH:18][CH:17]=1, predict the reactants needed to synthesize it. (2) Given the product [CH3:1][S:2]([O:5][C:6]1[CH:11]=[CH:10][CH:9]=[C:8]([C:12]2([C:20]3[CH:25]=[CH:24][C:23]([F:26])=[C:22]([C:31]4[C:32]([F:35])=[N:33][CH:34]=[C:29]([Cl:28])[CH:30]=4)[CH:21]=3)[C:16](=[O:17])[N:15]([CH3:18])[C:14]([NH2:19])=[N:13]2)[CH:7]=1)(=[O:4])=[O:3], predict the reactants needed to synthesize it. The reactants are: [CH3:1][S:2]([O:5][C:6]1[CH:11]=[CH:10][CH:9]=[C:8]([C:12]2([C:20]3[CH:25]=[CH:24][C:23]([F:26])=[C:22](Br)[CH:21]=3)[C:16](=[O:17])[N:15]([CH3:18])[C:14]([NH2:19])=[N:13]2)[CH:7]=1)(=[O:4])=[O:3].[Cl:28][C:29]1[CH:30]=[C:31](B(O)O)[C:32]([F:35])=[N:33][CH:34]=1.C(=O)([O-])[O-].[K+].[K+].